Predict which catalyst facilitates the given reaction. From a dataset of Catalyst prediction with 721,799 reactions and 888 catalyst types from USPTO. (1) Reactant: [CH2:1]([N:3]1[C:7]2[CH:8]=[CH:9][C:10]([CH:12]([C:15](=O)[C:16]3[CH:17]=[C:18]([CH3:22])[CH:19]=[CH:20][CH:21]=3)[C:13]#[N:14])=[CH:11][C:6]=2[N:5]([CH2:24][CH3:25])[C:4]1=[O:26])[CH3:2].Cl.[NH2:28][OH:29]. Product: [NH2:14][C:13]1[O:29][N:28]=[C:15]([C:16]2[CH:17]=[C:18]([CH3:22])[CH:19]=[CH:20][CH:21]=2)[C:12]=1[C:10]1[CH:9]=[CH:8][C:7]2[N:3]([CH2:1][CH3:2])[C:4](=[O:26])[N:5]([CH2:24][CH3:25])[C:6]=2[CH:11]=1. The catalyst class is: 17. (2) Reactant: [NH2:1][C:2]1[CH:26]=[CH:25][C:5]2[CH2:6][CH2:7][C:8]3[C:9]([C:22]([NH2:24])=[O:23])=[N:10][N:11]([C:13]4[CH:18]=[C:17]([F:19])[C:16]([NH2:20])=[C:15]([F:21])[CH:14]=4)[C:12]=3[C:4]=2[CH:3]=1.[Cl:27][C:28]1[CH:36]=[N:35][CH:34]=[CH:33][C:29]=1[C:30](O)=[O:31].C(N(C(C)C)CC)(C)C.CN(C(ON1N=NC2C=CC=NC1=2)=[N+](C)C)C.F[P-](F)(F)(F)(F)F. Product: [NH2:20][C:16]1[C:15]([F:21])=[CH:14][C:13]([N:11]2[C:12]3[C:4]4[CH:3]=[C:2]([NH:1][C:30](=[O:31])[C:29]5[CH:33]=[CH:34][N:35]=[CH:36][C:28]=5[Cl:27])[CH:26]=[CH:25][C:5]=4[CH2:6][CH2:7][C:8]=3[C:9]([C:22]([NH2:24])=[O:23])=[N:10]2)=[CH:18][C:17]=1[F:19]. The catalyst class is: 3. (3) Reactant: [F:1][C:2]1[CH:3]=[C:4]([CH:17]=[CH:18][C:19]=1[S:20]([CH3:23])(=[O:22])=[O:21])[CH2:5][N:6]1C(=O)C2C(=CC=CC=2)C1=O.O.NN. Product: [F:1][C:2]1[CH:3]=[C:4]([CH:17]=[CH:18][C:19]=1[S:20]([CH3:23])(=[O:22])=[O:21])[CH2:5][NH2:6]. The catalyst class is: 138. (4) Reactant: [NH2:1][C:2]1[C:7]2[CH2:8][C:9]([CH3:12])([CH3:11])[O:10][C:6]=2[C:5]([C:13]([O:15][CH3:16])=[O:14])=[CH:4][C:3]=1[NH2:17].[Cl:18][C:19]1[CH:24]=[CH:23][CH:22]=[CH:21][C:20]=1[CH2:25][N:26]=[C:27]=S. Product: [Cl:18][C:19]1[CH:24]=[CH:23][CH:22]=[CH:21][C:20]=1[CH2:25][NH:26][C:27]1[NH:1][C:2]2[C:7]3[CH2:8][C:9]([CH3:12])([CH3:11])[O:10][C:6]=3[C:5]([C:13]([O:15][CH3:16])=[O:14])=[CH:4][C:3]=2[N:17]=1. The catalyst class is: 10. (5) Reactant: [CH3:1][C:2]1[CH:6]=[C:5]([C:7]2[CH:12]=[CH:11][CH:10]=[CH:9][CH:8]=2)[S:4][C:3]=1[CH:13]=[O:14].CC(=CC)C.[O-:20]Cl=O.[Na+]. Product: [CH3:1][C:2]1[CH:6]=[C:5]([C:7]2[CH:12]=[CH:11][CH:10]=[CH:9][CH:8]=2)[S:4][C:3]=1[C:13]([OH:20])=[O:14]. The catalyst class is: 35. (6) Reactant: [CH2:1]([O:3][C:4]1[CH:5]=[C:6]([CH:12]([N:17]2[C:21](=[O:22])[C:20]3=[C:23]([N+:27]([O-:29])=[O:28])[CH:24]=[CH:25][CH:26]=[C:19]3[C:18]2=[O:30])[CH2:13][C:14](O)=[O:15])[CH:7]=[CH:8][C:9]=1[O:10][CH3:11])[CH3:2].Cl.[NH2:32][OH:33]. Product: [CH2:1]([O:3][C:4]1[CH:5]=[C:6]([CH:12]([N:17]2[C:21](=[O:22])[C:20]3=[C:23]([N+:27]([O-:29])=[O:28])[CH:24]=[CH:25][CH:26]=[C:19]3[C:18]2=[O:30])[CH2:13][C:14]([NH:32][OH:33])=[O:15])[CH:7]=[CH:8][C:9]=1[O:10][CH3:11])[CH3:2]. The catalyst class is: 7.